This data is from Full USPTO retrosynthesis dataset with 1.9M reactions from patents (1976-2016). The task is: Predict the reactants needed to synthesize the given product. (1) Given the product [Br:8][C:18]1[N:17]=[C:16]([C@H:19]2[CH2:27][CH2:26][C@H:25]3[N:21]([C:22](=[O:28])[CH2:23][CH2:24]3)[CH2:20]2)[N:12]2[CH:13]=[CH:14][N:15]=[C:10]([Cl:9])[C:11]=12, predict the reactants needed to synthesize it. The reactants are: C1C(=O)N([Br:8])C(=O)C1.[Cl:9][C:10]1[C:11]2[N:12]([C:16]([C@H:19]3[CH2:27][CH2:26][C@H:25]4[N:21]([C:22](=[O:28])[CH2:23][CH2:24]4)[CH2:20]3)=[N:17][CH:18]=2)[CH:13]=[CH:14][N:15]=1. (2) Given the product [CH:1]1([CH2:7][N:8]2[C:12]([CH2:13][CH:14]([N:16]3[CH2:21][CH2:20][N:19]([C:22]4[CH:27]=[CH:26][CH:25]=[CH:24][C:23]=4[O:28][CH3:29])[CH2:18][CH2:17]3)[CH3:15])=[N:11][N:10]([CH3:31])[C:9]2=[O:30])[CH2:6][CH2:5][CH2:4][CH2:3][CH2:2]1, predict the reactants needed to synthesize it. The reactants are: [CH:1]1([CH2:7][N:8]2[C:12]([CH2:13][CH:14]([N:16]3[CH2:21][CH2:20][N:19]([C:22]4[CH:27]=[CH:26][CH:25]=[CH:24][C:23]=4[O:28][CH3:29])[CH2:18][CH2:17]3)[CH3:15])=[N:11][NH:10][C:9]2=[O:30])[CH2:6][CH2:5][CH2:4][CH2:3][CH2:2]1.[CH3:31]CN(P1(N(C)CCCN1C)=NC(C)(C)C)CC.CI. (3) Given the product [C:32]([O:20][CH2:19][C@H:18]1[O:21][C@@H:14]([N:13]2[C:22]3[N:23]=[C:7]([NH:6][C:1](=[O:5])[CH:2]([CH3:4])[CH3:3])[NH:8][C:9](=[O:24])[C:10]=3[N:11]=[CH:12]2)[CH2:15][C@@H:16]1[OH:17])(=[O:39])[C:33]1[CH:38]=[CH:37][CH:36]=[CH:35][CH:34]=1, predict the reactants needed to synthesize it. The reactants are: [C:1]([NH:6][C:7]1[NH:8][C:9](=[O:24])[C:10]2[N:11]=[CH:12][N:13]([C:22]=2[N:23]=1)[C@@H:14]1[O:21][C@H:18]([CH2:19][OH:20])[C@@H:16]([OH:17])[CH2:15]1)(=[O:5])[CH:2]([CH3:4])[CH3:3].CCN(CC)CC.[C:32](O[C:32](=[O:39])[C:33]1[CH:38]=[CH:37][CH:36]=[CH:35][CH:34]=1)(=[O:39])[C:33]1[CH:38]=[CH:37][CH:36]=[CH:35][CH:34]=1. (4) Given the product [CH2:1]=[C:2]1[CH2:7][CH:6]([CH3:8])[O:5][C:3]1=[O:4].[CH:15]([C:17]1[CH:22]=[CH:21][CH:20]=[CH:19][C:18]=1[CH:23]=[CH2:24])=[CH2:16], predict the reactants needed to synthesize it. The reactants are: [CH2:1]=[C:2]1[CH2:7][CH:6]([CH3:8])[O:5][C:3]1=[O:4].C1C=CC=CC=1.[CH:15]([C:17]1[CH:22]=[CH:21][CH:20]=[CH:19][C:18]=1[CH:23]=[CH2:24])=[CH2:16]. (5) Given the product [C:14]([C:10]1[C:11]([F:13])=[CH:12][C:7]([O:6][CH2:5][C:4]([OH:29])=[O:3])=[C:8]([C:16](=[O:28])[NH:17][CH2:18][C:19]2[CH:24]=[CH:23][CH:22]=[C:21]([N+:25]([O-:27])=[O:26])[CH:20]=2)[CH:9]=1)#[N:15], predict the reactants needed to synthesize it. The reactants are: C([O:3][C:4](=[O:29])[CH2:5][O:6][C:7]1[CH:12]=[C:11]([F:13])[C:10]([C:14]#[N:15])=[CH:9][C:8]=1[C:16](=[O:28])[NH:17][CH2:18][C:19]1[CH:24]=[CH:23][CH:22]=[C:21]([N+:25]([O-:27])=[O:26])[CH:20]=1)C.CO. (6) Given the product [OH:35][CH:32]1[CH2:33][CH2:34][N:29]([C:26]([C:19]2[CH:20]=[CH:21][C:22]3[C@@H:23]4[C@H:14]([C@H:11]5[C@@:9]([CH2:25][CH2:24]4)([CH3:10])[C:8]([C:4]4[CH:5]=[N:6][CH:7]=[C:2]([F:1])[CH:3]=4)=[CH:13][CH2:12]5)[CH2:15][CH2:16][C:17]=3[CH:18]=2)=[O:27])[CH2:30][CH2:31]1, predict the reactants needed to synthesize it. The reactants are: [F:1][C:2]1[CH:3]=[C:4]([C:8]2[C@:9]3([CH2:25][CH2:24][C@H:23]4[C@@H:14]([CH2:15][CH2:16][C:17]5[CH:18]=[C:19]([C:26](O)=[O:27])[CH:20]=[CH:21][C:22]=54)[C@@H:11]3[CH2:12][CH:13]=2)[CH3:10])[CH:5]=[N:6][CH:7]=1.[NH:29]1[CH2:34][CH2:33][CH:32]([OH:35])[CH2:31][CH2:30]1. (7) Given the product [Cl:1][C:2]1[CH:3]=[CH:4][C:5]2[N:6]([C:10]([CH3:17])=[C:11]([C:12]([F:15])([F:14])[F:13])[N:8]=2)[N:7]=1, predict the reactants needed to synthesize it. The reactants are: [Cl:1][C:2]1[N:7]=[N:6][C:5]([NH2:8])=[CH:4][CH:3]=1.Br[CH:10]([CH3:17])[C:11](=O)[C:12]([F:15])([F:14])[F:13].